This data is from Forward reaction prediction with 1.9M reactions from USPTO patents (1976-2016). The task is: Predict the product of the given reaction. (1) Given the reactants ClC1N=[C:9]2[C:5](N=CN2C2CC(N3C=C(CC)N=N3)C(O)C2O)=[C:4](NCC(C2C=CC=CC=2)C2C=CC=CC=2)[N:3]=1.[F:40][C:41]([F:46])([F:45])[C:42]([OH:44])=[O:43].[C:47]1([CH:53]([C:88]2[CH:93]=[CH:92][CH:91]=[CH:90][CH:89]=2)[CH2:54][NH:55][C:56]2[N:64]=[C:63]([NH:65][CH2:66][CH2:67][N:68]3[CH2:73][CH2:72][CH2:71][CH2:70][CH2:69]3)[N:62]=[C:61]3[C:57]=2[N:58]=[CH:59][N:60]3[C@@H:74]2[CH2:78][C@H:77]([N:79]3C=C(CO)[CH:81]=[N:80]3)[C@@H:76]([OH:86])[C@H:75]2[OH:87])[CH:52]=[CH:51][CH:50]=[CH:49][CH:48]=1, predict the reaction product. The product is: [F:40][C:41]([F:46])([F:45])[C:42]([OH:44])=[O:43].[C:47]1([CH:53]([C:88]2[CH:89]=[CH:90][CH:91]=[CH:92][CH:93]=2)[CH2:54][NH:55][C:56]2[N:64]=[C:63]([NH:65][CH2:66][CH2:67][N:68]3[CH2:69][CH2:70][CH2:71][CH2:72][CH2:73]3)[N:62]=[C:61]3[C:57]=2[N:58]=[CH:59][N:60]3[C@@H:74]2[CH2:78][C@H:77]([N:79]3[N:3]=[C:4]([CH2:5][CH3:9])[CH:81]=[N:80]3)[C@@H:76]([OH:86])[C@H:75]2[OH:87])[CH:48]=[CH:49][CH:50]=[CH:51][CH:52]=1. (2) Given the reactants [O:1]=[C:2]1[CH:6]([C:7]2[CH:12]=[CH:11][C:10]([C:13]([F:16])([F:15])[F:14])=[CH:9][CH:8]=2)[CH2:5][CH2:4][N:3]1[CH2:17][C:18]([OH:20])=O.FC1C=CC(C2(C3C=CC(F)=CC=3)CCCN(CC(O)=O)C2=O)=CC=1.[F:46][C:47]([F:58])([F:57])[C:48]1[CH:49]=[C:50]2[C:54](=[CH:55][CH:56]=1)[CH2:53][NH:52][CH2:51]2.C1(C2(C3C=CC=CC=3)CCNC2)C=CC=CC=1, predict the reaction product. The product is: [O:20]=[C:18]([N:52]1[CH2:51][C:50]2[C:54](=[CH:55][CH:56]=[C:48]([C:47]([F:46])([F:58])[F:57])[CH:49]=2)[CH2:53]1)[CH2:17][N:3]1[CH2:4][CH2:5][CH:6]([C:7]2[CH:12]=[CH:11][C:10]([C:13]([F:16])([F:14])[F:15])=[CH:9][CH:8]=2)[C:2]1=[O:1]. (3) Given the reactants [C:1]([C:3]1[CH:4]=[CH:5][C:6]([O:33][CH3:34])=[C:7]([S:9]([NH:12][CH2:13][CH2:14][C:15]2[CH:20]=[CH:19][C:18]([C:21]3[CH:26]=[CH:25][CH:24]=[CH:23][C:22]=3SC)=[CH:17][C:16]=2[O:29][CH2:30][O:31][CH3:32])(=O)=[O:10])[CH:8]=1)#[N:2].[C:35](=O)(O)[O-].[Na+].O[O:41][S:42]([O-:44])=O.[K+].S([O-])([O-])(=O)=O.[Na+].[Na+].[OH2:53], predict the reaction product. The product is: [C:1]([C:3]1[CH:4]=[CH:5][C:6]([O:33][CH3:34])=[C:7]([S:9]([NH:12][CH2:13][CH2:14][C:15]2[CH:20]=[CH:19][C:18]([C:21]3[CH:26]=[CH:25][CH:24]=[CH:23][C:22]=3[S:42]([CH3:35])(=[O:44])=[O:41])=[CH:17][C:16]=2[O:29][CH2:30][O:31][CH3:32])(=[O:10])=[O:53])[CH:8]=1)#[N:2]. (4) Given the reactants [CH3:1][CH:2]1[CH2:7][CH2:6][N:5]([CH:8]2[CH2:13][CH2:12][NH:11][CH2:10][CH2:9]2)[CH2:4][CH2:3]1.[CH3:14][N:15]1[CH:19]=[CH:18][N:17]=[C:16]1[S:20](Cl)(=[O:22])=[O:21], predict the reaction product. The product is: [CH3:1][CH:2]1[CH2:7][CH2:6][N:5]([CH:8]2[CH2:13][CH2:12][N:11]([S:20]([C:16]3[N:15]([CH3:14])[CH:19]=[CH:18][N:17]=3)(=[O:22])=[O:21])[CH2:10][CH2:9]2)[CH2:4][CH2:3]1. (5) Given the reactants [NH2:1][C:2]1[C:7]([CH3:8])=[C:6]([Br:9])[CH:5]=[CH:4][C:3]=1[OH:10].C(=O)([O-])[O-].[K+].[K+].Br[CH2:18][C:19](Br)=[O:20].O, predict the reaction product. The product is: [Br:9][C:6]1[CH:5]=[CH:4][C:3]2[O:10][CH2:18][C:19](=[O:20])[NH:1][C:2]=2[C:7]=1[CH3:8]. (6) The product is: [CH3:25][O:24][C:6]1[CH:7]=[CH:8][C:9]2[C:10]3[C:11](=[N:12][NH:13][CH:14]=3)[C:2]([NH:36][C:34]3[CH:33]=[CH:32][C:30]4[NH:31][C:27]([CH3:26])=[N:28][C:29]=4[CH:35]=3)=[N:3][C:4]=2[CH:5]=1. Given the reactants Cl[C:2]1[C:11]2=[N:12][N:13](CC3C=CC(OC)=CC=3)[CH:14]=[C:10]2[C:9]2[CH:8]=[CH:7][C:6]([O:24][CH3:25])=[CH:5][C:4]=2[N:3]=1.[CH3:26][C:27]1[NH:31][C:30]2[CH:32]=[CH:33][C:34]([NH2:36])=[CH:35][C:29]=2[N:28]=1.Cl, predict the reaction product. (7) Given the reactants [CH3:1][NH:2][C:3](=[O:18])[C:4]1[CH:9]=[C:8]([Br:10])[C:7]([CH2:11][N:12]=[N+]=[N-])=[CH:6][C:5]=1[O:15][CH2:16][CH3:17].C1(P(C2C=CC=CC=2)C2C=CC=CC=2)C=CC=CC=1, predict the reaction product. The product is: [CH3:1][NH:2][C:3](=[O:18])[C:4]1[CH:9]=[C:8]([Br:10])[C:7]([CH2:11][NH2:12])=[CH:6][C:5]=1[O:15][CH2:16][CH3:17]. (8) The product is: [OH:1][C@:2]([C:12]1[CH:17]=[CH:16][CH:15]=[C:14]([OH:18])[CH:13]=1)([C:6]1[CH:7]=[CH:8][CH:9]=[CH:10][CH:11]=1)[C:3]([O:5][CH2:35][CH:36]1[CH2:41][CH2:40][N:39]([C:42]([O:44][C:45]([CH3:46])([CH3:48])[CH3:47])=[O:43])[CH2:38][CH2:37]1)=[O:4]. Given the reactants [OH:1][C@:2]([C:12]1[CH:17]=[CH:16][CH:15]=[C:14]([OH:18])[CH:13]=1)([C:6]1[CH:11]=[CH:10][CH:9]=[CH:8][CH:7]=1)[C:3]([OH:5])=[O:4].C(=O)([O-])O.[K+].S(O[CH2:35][CH:36]1[CH2:41][CH2:40][N:39]([C:42]([O:44][C:45]([CH3:48])([CH3:47])[CH3:46])=[O:43])[CH2:38][CH2:37]1)(C1C=CC(C)=CC=1)(=O)=O, predict the reaction product.